This data is from Reaction yield outcomes from USPTO patents with 853,638 reactions. The task is: Predict the reaction yield, written as a fraction of the theoretical maximum amount of product (1.0 means a 100% yield; for example, 0.34 means a 34% yield). (1) The reactants are [C:1](=[O:23])([O:20][CH2:21][CH3:22])[O:2][C:3]1[CH:8]=[CH:7][C:6]([CH3:9])=[CH:5][C:4]=1[CH:10]1[CH:17]2[CH2:18][CH:13]3[CH2:14][CH:15]([CH2:19][CH:11]1[CH2:12]3)[CH2:16]2.[N+:24]([O-])([O-:26])=[O:25].[K+]. The catalyst is OS(O)(=O)=O. The yield is 0.250. The product is [C:1](=[O:23])([O:20][CH2:21][CH3:22])[O:2][C:3]1[CH:8]=[C:7]([N+:24]([O-:26])=[O:25])[C:6]([CH3:9])=[CH:5][C:4]=1[CH:10]1[CH:11]2[CH2:19][CH:15]3[CH2:14][CH:13]([CH2:18][CH:17]1[CH2:16]3)[CH2:12]2. (2) The reactants are [Cl:1][C:2]1[CH:3]=[C:4]2[C:8](=[CH:9][CH:10]=1)[N:7]([S:11]([C:14]1[CH:19]=[CH:18][C:17]([O:20][CH3:21])=[C:16]([N:22]3[CH2:27][CH2:26][NH:25][CH2:24][CH2:23]3)[CH:15]=1)(=[O:13])=[O:12])[CH:6]=[CH:5]2.[C:28]([BH3-])#N.[Na+].C=O. The catalyst is CO. The product is [Cl:1][C:2]1[CH:3]=[C:4]2[C:8](=[CH:9][CH:10]=1)[N:7]([S:11]([C:14]1[CH:19]=[CH:18][C:17]([O:20][CH3:21])=[C:16]([N:22]3[CH2:23][CH2:24][N:25]([CH3:28])[CH2:26][CH2:27]3)[CH:15]=1)(=[O:13])=[O:12])[CH:6]=[CH:5]2. The yield is 0.930.